Dataset: Forward reaction prediction with 1.9M reactions from USPTO patents (1976-2016). Task: Predict the product of the given reaction. (1) Given the reactants [CH3:1][NH:2][C:3]1[CH:7]=[CH:6][S:5][C:4]=1[C:8]([NH2:10])=[O:9].[C:11](Cl)(=O)[C:12]1[CH:17]=[CH:16][CH:15]=[CH:14][CH:13]=1, predict the reaction product. The product is: [CH3:1][N:2]1[C:3]2[CH:7]=[CH:6][S:5][C:4]=2[C:8](=[O:9])[N:10]=[C:11]1[C:12]1[CH:17]=[CH:16][CH:15]=[CH:14][CH:13]=1. (2) The product is: [F:1][C:2]1[C:3]([C:10]([F:13])([F:12])[F:11])=[CH:4][C:5]([C:15]#[C:14][Si:16]([CH3:19])([CH3:18])[CH3:17])=[C:6]([CH:8]=1)[NH2:7]. Given the reactants [F:1][C:2]1[C:3]([C:10]([F:13])([F:12])[F:11])=[CH:4][C:5](I)=[C:6]([CH:8]=1)[NH2:7].[C:14]([Si:16]([CH3:19])([CH3:18])[CH3:17])#[CH:15], predict the reaction product. (3) Given the reactants [F:1][C:2]1[CH:3]=[C:4]([N:9]2[CH2:13][C@H:12]([CH2:14][NH:15][C:16](=[O:18])[CH3:17])[O:11][C:10]2=[O:19])[CH:5]=[CH:6][C:7]=1I.[C:20]([Si:24]([CH3:45])([CH3:44])[O:25][CH2:26][C@@H:27]1[O:31][C:30](=[O:32])[N:29]([C:33]2[CH:38]=[CH:37][C:36]([Sn](C)(C)C)=[C:35]([F:43])[CH:34]=2)[CH2:28]1)([CH3:23])([CH3:22])[CH3:21], predict the reaction product. The product is: [Si:24]([O:25][CH2:26][C@@H:27]1[O:31][C:30](=[O:32])[N:29]([C:33]2[CH:38]=[CH:37][C:36]([C:7]3[CH:6]=[CH:5][C:4]([N:9]4[CH2:13][C@H:12]([CH2:14][NH:15][C:16](=[O:18])[CH3:17])[O:11][C:10]4=[O:19])=[CH:3][C:2]=3[F:1])=[C:35]([F:43])[CH:34]=2)[CH2:28]1)([C:20]([CH3:23])([CH3:21])[CH3:22])([CH3:45])[CH3:44]. (4) Given the reactants C[O:2][C:3](=[O:16])[CH2:4][C:5]1[C:13]2[C:8](=[N:9][CH:10]=[CH:11][CH:12]=2)[NH:7][C:6]=1[CH2:14][CH3:15].CCN(P1(N(C)CCCN1C)=NC(C)(C)C)CC.[F:35][C:36]([F:46])([F:45])[C:37]1[CH:44]=[CH:43][C:40]([CH2:41]Br)=[CH:39][CH:38]=1.O, predict the reaction product. The product is: [CH2:14]([C:6]1[N:7]([CH2:41][C:40]2[CH:39]=[CH:38][C:37]([C:36]([F:35])([F:45])[F:46])=[CH:44][CH:43]=2)[C:8]2=[N:9][CH:10]=[CH:11][CH:12]=[C:13]2[C:5]=1[CH2:4][C:3]([OH:2])=[O:16])[CH3:15]. (5) Given the reactants [C:1]([O:5][C:6](=[O:39])[NH:7][C:8]1([C:12]2[CH:17]=[CH:16][C:15]([C:18]3[C:19]([C:33]4[CH:38]=[CH:37][CH:36]=[CH:35][CH:34]=4)=[CH:20][C:21]4[N:26]([CH2:27][CH2:28][C:29]#N)[C:25](=[O:31])[CH2:24][O:23][C:22]=4[N:32]=3)=[CH:14][CH:13]=2)[CH2:11][CH2:10][CH2:9]1)([CH3:4])([CH3:3])[CH3:2].O=C1COC2N=C(C3C=CC(C4(NC(=O)OC(C)(C)C)CCC4)=CC=3)C(C3C=CC=CC=3)=CC=2N1.ICCC, predict the reaction product. The product is: [C:1]([O:5][C:6](=[O:39])[NH:7][C:8]1([C:12]2[CH:13]=[CH:14][C:15]([C:18]3[C:19]([C:33]4[CH:34]=[CH:35][CH:36]=[CH:37][CH:38]=4)=[CH:20][C:21]4[N:26]([CH2:27][CH2:28][CH3:29])[C:25](=[O:31])[CH2:24][O:23][C:22]=4[N:32]=3)=[CH:16][CH:17]=2)[CH2:9][CH2:10][CH2:11]1)([CH3:2])([CH3:3])[CH3:4]. (6) Given the reactants S(Cl)(Cl)=O.[F:5][C:6]1[CH:14]=[CH:13][C:9]([C:10]([OH:12])=[O:11])=[C:8]([Br:15])[CH:7]=1.[CH3:16]O, predict the reaction product. The product is: [CH3:16][O:11][C:10](=[O:12])[C:9]1[CH:13]=[CH:14][C:6]([F:5])=[CH:7][C:8]=1[Br:15].